Dataset: Experimentally validated miRNA-target interactions with 360,000+ pairs, plus equal number of negative samples. Task: Binary Classification. Given a miRNA mature sequence and a target amino acid sequence, predict their likelihood of interaction. (1) The miRNA is hsa-miR-3689c with sequence CUGGGAGGUGUGAUAUUGUGGU. The protein sequence of the target gene is MYIKMATLANGQADNASLSTNGLGSSPGSAGHMNGLSHSPGNPSTIPMKDHDAIKLFIGQIPRNLDEKDLKPLFEEFGKIYELTVLKDRFTGMHKGCAFLTYCERESALKAQSALHEQKTLPGMNRPIQVKPADSESRGGSSCLRQPPSQDRKLFVGMLNKQQSEDDVRRLFEAFGNIEECTILRGPDGNSKGCAFVKYSSHAEAQAAINALHGSQTMPGASSSLVVKFADTDKERTMRRMQQMAGQMGMFNPMAIPFGAYGAYAQALMQQQAALMASVAQGGYLNPMAAFAAAQMQQMA.... Result: 0 (no interaction). (2) The miRNA is hsa-miR-4326 with sequence UGUUCCUCUGUCUCCCAGAC. The protein sequence of the target gene is MAGLLTLLGPAGRVSTRLRPLAPWLLGTATSCAPPLWALALSHPVPDARLLRTARGDCLSRQEPNRTPEPGGSVTGTEKKLSRTQQLKKVFQEYGAVGVSMHIGISLVSLGIFYTVVSSGIDMSAILLKLGFKESLVQSKMAAGTSTFVVAYAIHKLFAPVRISITLVSVPFVVRYFRSVGLFKPPATKP. Result: 0 (no interaction). (3) Result: 0 (no interaction). The protein sequence of the target gene is MEELDALLEELERSTLQDSDEYSNPAPLPLDQHSRKETNLDETSEILSIQDNTSPLPAQLVYTTNIQELNVYSEAQEPKESPPPSKTSAAAQLDELMAHLTEMQAKVAVRADAGKKHLPDKQDHKASLDSMLGGLEQELQDLGIATVPKGHCASCQKPIAGKVIHALGQSWHPEHFVCTHCKEEIGSSPFFERSGLAYCPNDYHQLFSPRCAYCAAPILDKVLTAMNQTWHPEHFFCSHCGEVFGAEGFHEKDKKPYCRKDFLAMFSPKCGGCNRPVLENYLSAMDTVWHPECFVCGDCF.... The miRNA is mmu-miR-7054-5p with sequence UAGGAAGGUGGUUGGGCUGAGUACU. (4) The miRNA is hsa-miR-92a-3p with sequence UAUUGCACUUGUCCCGGCCUGU. The protein sequence of the target gene is MAGAIASRMSFSSLKRKQPKTFTVRIVTMDAEMEFNCEMKWKGKDLFDLVCRTLGLRETWFFGLQYTIKDTVAWLKMDKKVLDHDVSKEEPVTFHFLAKFYPENAEEELVQEITQHLFFLQVKKQILDEKIYCPPEASVLLASYAVQAKYGDYDPSVHKRGFLAQEELLPKRVINLYQMTPEMWEERITAWYAEHRGRARDEAEMEYLKIAQDLEMYGVNYFAIRNKKGTELLLGVDALGLHIYDPENRLTPKISFPWNEIRNISYSDKEFTIKPLDKKIDVFKFNSSKLRVNKLILQLC.... Result: 1 (interaction). (5) The miRNA is hsa-miR-6894-5p with sequence AGGAGGAUGGAGAGCUGGGCCAGA. Result: 0 (no interaction). The protein sequence of the target gene is MPYFTRLILFLFCLMVLVESRKPKRKRWTGQVEMPKPSHLYKKNLDVTKIRKGKPQQLLRVDEHDFSMRPAFGGPAIPVGVDVQVESLDSISEVDMDFTMTLYLRHYWKDERLAFSSASNKSMTFDGRLVKKIWVPDVFFVHSKRSFTHDTTTDNIMLRVFPDGHVLYSMRITVTAMCNMDFSHFPLDSQTCSLELESYAYTDEDLMLYWKNGDESLKTDEKISLSQFLIQKFHTTSRLAFYSSTGWYNRLYINFTLRRHIFFFLLQTYFPATLMVMLSWVSFWIDRRAVPARVSLGITT.... (6) The miRNA is hsa-miR-124-3p with sequence UAAGGCACGCGGUGAAUGCCAA. The protein sequence of the target gene is MNRRRKFLLASVLALQNSSFIYPSCQKCFSRIILVSKRSNCPKCGSTGESGNANYRYKLSLKVAESNKLFVITVFGSCLDTFFGLTATGLHRYIQDPNKIPETLDNDTTQNLLTKAVETCFVGQSFIFGVTNFENQPGQGSDASNFLQQCSDHKRKAKALVACQIVLPDPGIAGFTVIDYFHQLLQTFNFRKLQCDSQAPNNHLLALDHSNSDLSSIYTSDSTSDFFKSCSKDTFSKFWQPSLEFTCIVSQLTDNDDFSASEQSKAFGTLQQNRKSISIAEATGSSSCHDPIQDSWSLVS.... Result: 1 (interaction).